Dataset: Forward reaction prediction with 1.9M reactions from USPTO patents (1976-2016). Task: Predict the product of the given reaction. (1) Given the reactants C([N:3]([CH2:13][CH3:14])[C:4](=[O:12])[C:5]1[CH:10]=[CH:9][CH:8]=[CH:7][C:6]=1[CH3:11])C.C(C[N:18]1[CH2:23][CH2:22][CH2:21][CH2:20][CH2:19]1)#N, predict the reaction product. The product is: [N:18]1([CH2:14][C:13]2[NH:3][C:4](=[O:12])[C:5]3[C:6]([CH:11]=2)=[CH:7][CH:8]=[CH:9][CH:10]=3)[CH2:23][CH2:22][CH2:21][CH2:20][CH2:19]1. (2) Given the reactants CO[C:3]([C:5]1[C:13]2[C:8](=[CH:9][C:10]([C:14]3[CH:19]=[C:18]([F:20])[C:17]([O:21][CH2:22][O:23][CH2:24][CH2:25][Si:26]([CH3:29])([CH3:28])[CH3:27])=[CH:16][C:15]=3[CH2:30][CH3:31])=[CH:11][CH:12]=2)[N:7]([CH:32]2[CH2:37][CH2:36][CH2:35][CH2:34][O:33]2)[N:6]=1)=[NH:4].[CH2:38]([N:45]1[CH2:50][CH2:49][C:48]([O:54][CH2:55][CH3:56])([O:51][CH2:52][CH3:53])[CH:47]([NH2:57])[CH2:46]1)[C:39]1[CH:44]=[CH:43][CH:42]=[CH:41][CH:40]=1.C(O)(=O)C, predict the reaction product. The product is: [CH2:38]([N:45]1[CH2:50][CH2:49][C:48]([O:54][CH2:55][CH3:56])([O:51][CH2:52][CH3:53])[CH:47]([NH:57][C:3]([C:5]2[C:13]3[C:8](=[CH:9][C:10]([C:14]4[CH:19]=[C:18]([F:20])[C:17]([O:21][CH2:22][O:23][CH2:24][CH2:25][Si:26]([CH3:29])([CH3:27])[CH3:28])=[CH:16][C:15]=4[CH2:30][CH3:31])=[CH:11][CH:12]=3)[N:7]([CH:32]3[CH2:37][CH2:36][CH2:35][CH2:34][O:33]3)[N:6]=2)=[NH:4])[CH2:46]1)[C:39]1[CH:40]=[CH:41][CH:42]=[CH:43][CH:44]=1. (3) Given the reactants [F:1][C:2]1[CH:7]=[CH:6][C:5]([CH3:8])=[C:4]([N+:9]([O-:11])=[O:10])[CH:3]=1.S(=O)(=O)(O)O.C1C(=O)N([Br:24])C(=O)C1.O, predict the reaction product. The product is: [Br:24][C:6]1[CH:7]=[C:2]([F:1])[CH:3]=[C:4]([N+:9]([O-:11])=[O:10])[C:5]=1[CH3:8]. (4) The product is: [NH2:8][C:9]1[S:13][N:12]=[C:11](/[C:14](=[N:45]/[O:46][C:47]([C:50]([OH:52])=[O:51])([CH3:48])[CH3:49])/[C:15]([NH:17][C@@H:18]2[C:43](=[O:44])[N:20]3[C:21]([C:27]([O-:29])=[O:28])=[C:22]([CH2:25][N+:63]4[N:64]([CH3:65])[C:60]([NH2:59])=[C:61]([NH:66][C:67]([NH:69][CH2:70][CH2:71][NH2:72])=[O:68])[CH:62]=4)[CH2:23][S:24][C@H:19]23)=[O:16])[N:10]=1. Given the reactants C(OC([NH:8][C:9]1[S:13][N:12]=[C:11](/[C:14](=[N:45]/[O:46][C:47]([C:50]([O:52]C(C)(C)C)=[O:51])([CH3:49])[CH3:48])/[C:15]([NH:17][C@@H:18]2[C:43](=[O:44])[N:20]3[C:21]([C:27]([O:29]C(C4C=CC=CC=4)C4C=CC=CC=4)=[O:28])=[C:22]([CH2:25]Cl)[CH2:23][S:24][C@H:19]23)=[O:16])[N:10]=1)=O)(C)(C)C.[I-].[Na+].[NH2:59][C:60]1[N:64]([CH3:65])[N:63]=[CH:62][C:61]=1[NH:66][C:67]([NH:69][CH2:70][CH2:71][NH:72]C(OC(C)(C)C)=O)=[O:68].C(OCC)(=O)C, predict the reaction product. (5) Given the reactants [NH2:1][CH2:2][C:3]1[CH:4]=[C:5]2[C:10](=[CH:11][C:12]=1[C:13]([F:16])([F:15])[F:14])[NH:9][C:8](=[O:17])[N:7]([NH:18][S:19]([CH3:22])(=[O:21])=[O:20])[C:6]2=[O:23].[CH:24](OCC)=[O:25], predict the reaction product. The product is: [CH:24]([NH:1][CH2:2][C:3]1[CH:4]=[C:5]2[C:10](=[CH:11][C:12]=1[C:13]([F:15])([F:16])[F:14])[NH:9][C:8](=[O:17])[N:7]([NH:18][S:19]([CH3:22])(=[O:20])=[O:21])[C:6]2=[O:23])=[O:25]. (6) Given the reactants [F:1][C:2]([F:47])([F:46])[O:3][C:4]1[CH:45]=[CH:44][C:7]([CH2:8][NH:9][C:10]([C@H:12]2[CH2:17][N:16]([C:18]3[S:19][C:20]4[C:25](Cl)=[N:24][C:23]([C:27]([F:30])([F:29])[F:28])=[N:22][C:21]=4[N:31]=3)[CH2:15][CH2:14][N:13]2[S:32]([C:35]2[CH:40]=[CH:39][C:38]([CH:41]3[CH2:43][CH2:42]3)=[CH:37][CH:36]=2)(=[O:34])=[O:33])=[O:11])=[CH:6][CH:5]=1.C([O-])=O.[NH4+], predict the reaction product. The product is: [F:47][C:2]([F:1])([F:46])[O:3][C:4]1[CH:45]=[CH:44][C:7]([CH2:8][NH:9][C:10]([C@H:12]2[CH2:17][N:16]([C:18]3[S:19][C:20]4[CH:25]=[N:24][C:23]([C:27]([F:30])([F:29])[F:28])=[N:22][C:21]=4[N:31]=3)[CH2:15][CH2:14][N:13]2[S:32]([C:35]2[CH:40]=[CH:39][C:38]([CH:41]3[CH2:43][CH2:42]3)=[CH:37][CH:36]=2)(=[O:34])=[O:33])=[O:11])=[CH:6][CH:5]=1. (7) Given the reactants [CH3:1][O:2][C:3]([C:5]1[C:6]2[CH:7]=[CH:8][N:9]([CH2:14][CH2:15][O:16]C3CCCCO3)[C:10]=2[CH:11]=[CH:12][CH:13]=1)=[O:4].O.C1(C)C=CC(S(O)(=O)=O)=CC=1, predict the reaction product. The product is: [CH3:1][O:2][C:3]([C:5]1[C:6]2[CH:7]=[CH:8][N:9]([CH2:14][CH2:15][OH:16])[C:10]=2[CH:11]=[CH:12][CH:13]=1)=[O:4]. (8) Given the reactants [C:1]([NH:5][C:6]1C=[C:8]([NH:12][C:13]([C:15]2[CH:16]=[CH:17][C:18]3[CH:19]=[C:20]4[C:27](=[O:28])[NH:26][CH2:25][CH2:24][N:21]4[C:22]=3[CH:23]=2)=[O:14])[CH:9]=[CH:10][CH:11]=1)(=[O:4])[CH:2]=[CH2:3].N[C@H]1CCC[C@H]1NC(=O)C=C, predict the reaction product. The product is: [C:1]([NH:5][C@@H:6]1[CH2:11][CH2:10][CH2:9][C@@H:8]1[NH:12][C:13]([C:15]1[CH:16]=[CH:17][C:18]2[CH:19]=[C:20]3[C:27](=[O:28])[NH:26][CH2:25][CH2:24][N:21]3[C:22]=2[CH:23]=1)=[O:14])(=[O:4])[CH:2]=[CH2:3]. (9) Given the reactants C([N:8]1[CH2:12][CH:11]2[CH2:13][N:14]([C:16]3[C:17]([CH3:40])=[C:18]([CH3:39])[C:19]4[N:20]([C:22]([C:32]5[CH:37]=[CH:36][N:35]=[C:34]([NH2:38])[CH:33]=5)=[C:23]([C:25]5[CH:30]=[CH:29][C:28]([F:31])=[CH:27][CH:26]=5)[N:24]=4)[N:21]=3)[CH2:15][CH:10]2[CH2:9]1)C1C=CC=CC=1.C([O-])=O.[NH4+], predict the reaction product. The product is: [F:31][C:28]1[CH:29]=[CH:30][C:25]([C:23]2[N:24]=[C:19]3[C:18]([CH3:39])=[C:17]([CH3:40])[C:16]([N:14]4[CH2:13][CH:11]5[CH:10]([CH2:9][NH:8][CH2:12]5)[CH2:15]4)=[N:21][N:20]3[C:22]=2[C:32]2[CH:37]=[CH:36][N:35]=[C:34]([NH2:38])[CH:33]=2)=[CH:26][CH:27]=1. (10) Given the reactants [N+:1]([O-:4])(O)=[O:2].[Cl:5][C:6]1[CH:11]=[CH:10][CH:9]=[C:8]([C:12]2[C:17]([Cl:18])=[CH:16][C:15]([C:19]([F:22])([F:21])[F:20])=[CH:14][C:13]=2[Cl:23])[CH:7]=1, predict the reaction product. The product is: [Cl:5][C:6]1[CH:7]=[C:8]([C:12]2[C:13]([Cl:23])=[CH:14][C:15]([C:19]([F:22])([F:20])[F:21])=[CH:16][C:17]=2[Cl:18])[CH:9]=[CH:10][C:11]=1[N+:1]([O-:4])=[O:2].